The task is: Predict which catalyst facilitates the given reaction.. This data is from Catalyst prediction with 721,799 reactions and 888 catalyst types from USPTO. (1) Reactant: C(=O)([O-])[O-].[Cs+].[Cs+].C1(P(C2C=CC=CC=2)C2C=CC3C(=CC=CC=3)C=2C2C3C(=CC=CC=3)C=CC=2P(C2C=CC=CC=2)C2C=CC=CC=2)C=CC=CC=1.Br[C:54]1[CH:55]=[N:56][C:57]([C:60]2[CH:65]=[CH:64][C:63]([O:66][CH:67]3[CH2:72][CH2:71][CH2:70][CH2:69][O:68]3)=[CH:62][CH:61]=2)=[N:58][CH:59]=1.[NH:73]1[CH2:78][CH2:77][CH:76]([C:79]([O:81][CH2:82][CH3:83])=[O:80])[CH2:75][CH2:74]1. Product: [O:68]1[CH2:69][CH2:70][CH2:71][CH2:72][CH:67]1[O:66][C:63]1[CH:64]=[CH:65][C:60]([C:57]2[N:56]=[CH:55][C:54]([N:73]3[CH2:78][CH2:77][CH:76]([C:79]([O:81][CH2:82][CH3:83])=[O:80])[CH2:75][CH2:74]3)=[CH:59][N:58]=2)=[CH:61][CH:62]=1. The catalyst class is: 706. (2) Reactant: [C:1](#[N:3])[CH3:2].C([Li])CCC.C(O[C:12](=[O:22])[C:13]1[CH:18]=[CH:17][C:16]([N:19]([CH3:21])[CH3:20])=[CH:15][CH:14]=1)C. Product: [CH3:21][N:19]([CH3:20])[C:16]1[CH:15]=[CH:14][C:13]([C:12](=[O:22])[CH2:2][C:1]#[N:3])=[CH:18][CH:17]=1. The catalyst class is: 56. (3) Reactant: CS(O[CH2:6][CH:7]1[CH2:11][C:10](=[O:12])[N:9]([C:13]2[CH:24]=[CH:23][C:16]3[CH2:17][CH2:18][N:19]([CH3:22])[CH2:20][CH2:21][C:15]=3[CH:14]=2)[CH2:8]1)(=O)=O.[N-:25]=[N+:26]=[N-:27].[Na+]. Product: [N:25]([CH2:6][CH:7]1[CH2:8][N:9]([C:13]2[CH:24]=[CH:23][C:16]3[CH2:17][CH2:18][N:19]([CH3:22])[CH2:20][CH2:21][C:15]=3[CH:14]=2)[C:10](=[O:12])[CH2:11]1)=[N+:26]=[N-:27]. The catalyst class is: 3. (4) Reactant: [C:1]([O:5][C:6]([NH:8][C:9]([CH3:15])([CH2:13][F:14])[C:10]([OH:12])=[O:11])=[O:7])([CH3:4])([CH3:3])[CH3:2]. Product: [C:1]([O:11][C:10](=[O:12])[C:9]([NH:8][C:6]([O:5][C:1]([CH3:4])([CH3:3])[CH3:2])=[O:7])([CH3:15])[CH2:13][F:14])([CH3:4])([CH3:3])[CH3:2]. The catalyst class is: 2. (5) Reactant: [F:1][C:2]1[CH:7]=[CH:6][C:5]([F:8])=[CH:4][C:3]=1[C:9]1[N:14]=[C:13]([NH:15][C:16]2[CH:21]=[CH:20][N:19]=[C:18]3[CH:22]=[N:23][NH:24][C:17]=23)[C:12]([CH3:25])=[C:11]([CH3:26])[N:10]=1.[N:27]([CH2:30][CH3:31])=[C:28]=[O:29]. Product: [F:1][C:2]1[CH:7]=[CH:6][C:5]([F:8])=[CH:4][C:3]=1[C:9]1[N:14]=[C:13]([NH:15][C:16]2[CH:21]=[CH:20][N:19]=[C:18]3[CH:22]=[N:23][N:24]([C:28]([NH:27][CH2:30][CH3:31])=[O:29])[C:17]=23)[C:12]([CH3:25])=[C:11]([CH3:26])[N:10]=1. The catalyst class is: 10. (6) Reactant: [F:1][C:2]1([F:21])[CH2:6][CH2:5][CH:4]([C:7]2[C:11]([C:12](OCC)=[O:13])=[C:10]([C:17]([F:20])([F:19])[F:18])[S:9][N:8]=2)[CH2:3]1.[H-].[H-].[H-].[H-].[Li+].[Al+3]. Product: [F:21][C:2]1([F:1])[CH2:6][CH2:5][CH:4]([C:7]2[C:11]([CH2:12][OH:13])=[C:10]([C:17]([F:19])([F:20])[F:18])[S:9][N:8]=2)[CH2:3]1. The catalyst class is: 28. (7) Reactant: [CH3:1][S:2][C:3]1[N:4]=[CH:5][C:6]2[C:12](=[O:13])[CH2:11][CH:10]([C:14]([O:16]CC)=[O:15])[N:9]([C:19]3([CH2:24][O:25][Si:26]([CH:33]([CH3:35])[CH3:34])([CH:30]([CH3:32])[CH3:31])[CH:27]([CH3:29])[CH3:28])[CH2:23][CH2:22][CH2:21][CH2:20]3)[C:7]=2[N:8]=1.C(#N)C.[OH-].[Na+]. Product: [CH3:1][S:2][C:3]1[N:4]=[CH:5][C:6]2[C:12](=[O:13])[CH2:11][CH:10]([C:14]([OH:16])=[O:15])[N:9]([C:19]3([CH2:24][O:25][Si:26]([CH:30]([CH3:32])[CH3:31])([CH:27]([CH3:29])[CH3:28])[CH:33]([CH3:35])[CH3:34])[CH2:23][CH2:22][CH2:21][CH2:20]3)[C:7]=2[N:8]=1. The catalyst class is: 7. (8) Reactant: C(OC(=O)[NH:7][C@@H:8]([C:36]1[CH:41]=[CH:40][C:39]([F:42])=[CH:38][CH:37]=1)[C:9]([N:11]1[C@H:16]([C:17](=[O:29])[NH:18][C@H:19]2[C:28]3[C:23](=[CH:24][CH:25]=[CH:26][CH:27]=3)[O:22][CH2:21][CH2:20]2)[CH2:15][N:14]2[CH2:30][C@H:31]([O:33][CH2:34][CH3:35])[CH2:32][C@@H:13]2[CH2:12]1)=[O:10])(C)(C)C.C(OCC)(=O)C.[ClH:50]. Product: [ClH:50].[ClH:50].[NH2:7][C@@H:8]([C:36]1[CH:41]=[CH:40][C:39]([F:42])=[CH:38][CH:37]=1)[C:9]([N:11]1[C@H:16]([C:17]([NH:18][C@H:19]2[C:28]3[C:23](=[CH:24][CH:25]=[CH:26][CH:27]=3)[O:22][CH2:21][CH2:20]2)=[O:29])[CH2:15][N:14]2[CH2:30][C@H:31]([O:33][CH2:34][CH3:35])[CH2:32][C@@H:13]2[CH2:12]1)=[O:10]. The catalyst class is: 27. (9) The catalyst class is: 7. Reactant: [H-].[Na+].[CH3:3][O:4][C:5]([CH2:7]P(OC)(OC)=O)=[O:6].[OH:14][C:15]1[CH:20]=[CH:19][C:18]([CH:21]2[CH2:26][CH2:25][C:24](=O)[CH2:23][CH2:22]2)=[CH:17][CH:16]=1.O. Product: [CH3:3][O:4][C:5](=[O:6])[CH:7]=[C:24]1[CH2:23][CH2:22][CH:21]([C:18]2[CH:19]=[CH:20][C:15]([OH:14])=[CH:16][CH:17]=2)[CH2:26][CH2:25]1. (10) The catalyst class is: 3. Reactant: [CH3:1][C:2]1[CH:7]=[CH:6][CH:5]=[CH:4][C:3]=1[CH:8]([NH:12][C:13]([NH:15][C:16]1[CH:21]=[CH:20][C:19]([Cl:22])=[CH:18][CH:17]=1)=[O:14])[C:9]([OH:11])=O.[S:23]1[CH2:27][CH2:26][N:25]([C:28]([C:30]2[CH:35]=[CH:34][C:33]([NH2:36])=[CH:32][CH:31]=2)=[O:29])[CH2:24]1.C(Cl)CCl. Product: [S:23]1[CH2:27][CH2:26][N:25]([C:28]([C:30]2[CH:35]=[CH:34][C:33]([NH:36][C:9](=[O:11])[CH:8]([C:3]3[CH:4]=[CH:5][CH:6]=[CH:7][C:2]=3[CH3:1])[NH:12][C:13]([NH:15][C:16]3[CH:21]=[CH:20][C:19]([Cl:22])=[CH:18][CH:17]=3)=[O:14])=[CH:32][CH:31]=2)=[O:29])[CH2:24]1.